Dataset: NCI-60 drug combinations with 297,098 pairs across 59 cell lines. Task: Regression. Given two drug SMILES strings and cell line genomic features, predict the synergy score measuring deviation from expected non-interaction effect. (1) Drug 1: CN(C)N=NC1=C(NC=N1)C(=O)N. Drug 2: CC(C1=C(C=CC(=C1Cl)F)Cl)OC2=C(N=CC(=C2)C3=CN(N=C3)C4CCNCC4)N. Cell line: HOP-62. Synergy scores: CSS=0.0845, Synergy_ZIP=1.71, Synergy_Bliss=3.34, Synergy_Loewe=-2.33, Synergy_HSA=-0.521. (2) Synergy scores: CSS=22.7, Synergy_ZIP=2.38, Synergy_Bliss=6.12, Synergy_Loewe=-18.7, Synergy_HSA=4.01. Cell line: HCT116. Drug 1: C1=NC(=NC(=O)N1C2C(C(C(O2)CO)O)O)N. Drug 2: CS(=O)(=O)CCNCC1=CC=C(O1)C2=CC3=C(C=C2)N=CN=C3NC4=CC(=C(C=C4)OCC5=CC(=CC=C5)F)Cl. (3) Drug 1: CN(C)N=NC1=C(NC=N1)C(=O)N. Drug 2: C1CCC(C(C1)N)N.C(=O)(C(=O)[O-])[O-].[Pt+4]. Cell line: 786-0. Synergy scores: CSS=15.7, Synergy_ZIP=-5.92, Synergy_Bliss=-7.39, Synergy_Loewe=-53.2, Synergy_HSA=-6.99.